From a dataset of Forward reaction prediction with 1.9M reactions from USPTO patents (1976-2016). Predict the product of the given reaction. (1) Given the reactants Br[C:2]1[C:10]2[C:5](=[CH:6][C:7]([C:11]3[CH:12]=[C:13]([CH:19]=[C:20]([F:23])[C:21]=3[CH3:22])[C:14]([NH:16][CH2:17][CH3:18])=[O:15])=[CH:8][CH:9]=2)[NH:4][N:3]=1.[CH3:24][O:25][C:26]1[C:31](B(O)O)=[CH:30][CH:29]=[CH:28][N:27]=1.C(=O)([O-])O.[Na+], predict the reaction product. The product is: [CH2:17]([NH:16][C:14](=[O:15])[C:13]1[CH:12]=[C:11]([C:7]2[CH:6]=[C:5]3[C:10]([C:2]([C:31]4[C:26]([O:25][CH3:24])=[N:27][CH:28]=[CH:29][CH:30]=4)=[N:3][NH:4]3)=[CH:9][CH:8]=2)[C:21]([CH3:22])=[C:20]([F:23])[CH:19]=1)[CH3:18]. (2) Given the reactants Cl.Cl[CH2:3][CH2:4][CH:5]([C:10]1[CH:15]=[C:14]([F:16])[C:13]([F:17])=[C:12]([F:18])[CH:11]=1)[C:6]([NH:8][NH2:9])=O.C(N(CC)CC)C.Cl.Cl.[CH3:28][O:29][C:30]1[CH:31]=[C:32](/[CH:42]=[CH:43]/[C:44](=[NH:48])OCC)[CH:33]=[N:34][C:35]=1[N:36]1[CH:40]=[C:39]([CH3:41])[N:38]=[CH:37]1, predict the reaction product. The product is: [CH3:28][O:29][C:30]1[CH:31]=[C:32](/[CH:42]=[CH:43]/[C:44]2[N:48]=[C:6]3[CH:5]([C:10]4[CH:15]=[C:14]([F:16])[C:13]([F:17])=[C:12]([F:18])[CH:11]=4)[CH2:4][CH2:3][N:8]3[N:9]=2)[CH:33]=[N:34][C:35]=1[N:36]1[CH:40]=[C:39]([CH3:41])[N:38]=[CH:37]1. (3) Given the reactants Cl[C:2]1[CH:15]=[CH:14][C:5]([C:6]([C:8]2[CH:13]=[CH:12][CH:11]=[CH:10][CH:9]=2)=[O:7])=[CH:4][C:3]=1[N+:16]([O-:18])=[O:17].[C:19]([N:26]1[CH2:31][CH2:30][NH:29][CH2:28][CH2:27]1)([O:21][C:22]([CH3:25])([CH3:24])[CH3:23])=[O:20], predict the reaction product. The product is: [C:6]([C:5]1[CH:14]=[CH:15][C:2]([N:29]2[CH2:28][CH2:27][N:26]([C:19]([O:21][C:22]([CH3:25])([CH3:24])[CH3:23])=[O:20])[CH2:31][CH2:30]2)=[C:3]([N+:16]([O-:18])=[O:17])[CH:4]=1)(=[O:7])[C:8]1[CH:13]=[CH:12][CH:11]=[CH:10][CH:9]=1. (4) Given the reactants [CH3:1][C:2]([O:5][C:6]([N:8]1[CH2:13][CH2:12][O:11][CH:10]([C:14]([OH:16])=[O:15])[CH2:9]1)=[O:7])([CH3:4])[CH3:3].C(=O)([O-])[O-].[K+].[K+].Br[CH2:24][C:25]1[CH:30]=[CH:29][CH:28]=[CH:27][CH:26]=1.O, predict the reaction product. The product is: [N:8]1([C:6]([O:5][C:2]([CH3:1])([CH3:3])[CH3:4])=[O:7])[CH2:13][CH2:12][O:11][CH:10]([C:14]([O:16][CH2:24][C:25]2[CH:30]=[CH:29][CH:28]=[CH:27][CH:26]=2)=[O:15])[CH2:9]1.